Dataset: Catalyst prediction with 721,799 reactions and 888 catalyst types from USPTO. Task: Predict which catalyst facilitates the given reaction. (1) Reactant: Br[C:2]1[CH:3]=[C:4]([CH2:12][N:13]([CH3:15])[CH3:14])[CH:5]=[C:6]([C:8]([F:11])([F:10])[F:9])[CH:7]=1.C([Li])CCC.[C:21](=[O:23])=[O:22]. Product: [CH3:14][N:13]([CH2:12][C:4]1[CH:3]=[C:2]([CH:7]=[C:6]([C:8]([F:11])([F:10])[F:9])[CH:5]=1)[C:21]([OH:23])=[O:22])[CH3:15]. The catalyst class is: 1. (2) Reactant: [CH:1]12[CH2:8][CH2:7][CH:4]([CH2:5][CH2:6]1)[C:3](=[O:9])[NH:2]2.[H-].[Na+].Cl[C:13]1[CH:22]=[N:21][C:20]2[C:15](=[CH:16][C:17]([O:25][CH3:26])=[C:18]([O:23][CH3:24])[CH:19]=2)[N:14]=1. Product: [CH3:24][O:23][C:18]1[CH:19]=[C:20]2[C:15](=[CH:16][C:17]=1[O:25][CH3:26])[N:14]=[C:13]([N:2]1[C:3](=[O:9])[CH:4]3[CH2:7][CH2:8][CH:1]1[CH2:6][CH2:5]3)[CH:22]=[N:21]2. The catalyst class is: 118. (3) Reactant: C([BH-](C(CC)C)C(CC)C)(CC)C.[Li+].[Br:15][C:16]1[CH:21]=[CH:20][C:19]([C:22](=[N:24][S@@:25]([C:27]([CH3:30])([CH3:29])[CH3:28])=[O:26])[CH3:23])=[C:18]([CH3:31])[CH:17]=1.O. Product: [Br:15][C:16]1[CH:21]=[CH:20][C:19]([C@@H:22]([NH:24][S@@:25]([C:27]([CH3:30])([CH3:29])[CH3:28])=[O:26])[CH3:23])=[C:18]([CH3:31])[CH:17]=1. The catalyst class is: 7.